This data is from Full USPTO retrosynthesis dataset with 1.9M reactions from patents (1976-2016). The task is: Predict the reactants needed to synthesize the given product. (1) Given the product [CH2:1]([O:3][S:4]([O-:7])(=[O:6])=[O:5])[CH3:2].[CH3:8][N:9]([CH3:23])[C:10]1[CH:11]=[C:12]2[C:17](=[CH:18][CH:19]=1)[N+:16]([CH2:20][CH3:21])=[C:15](/[CH:22]=[CH:30]/[C:29]1[CH:28]=[C:27]([CH3:32])[N:26]([C:33]3[CH:38]=[CH:37][CH:36]=[CH:35][CH:34]=3)[C:25]=1[CH3:24])[CH:14]=[CH:13]2, predict the reactants needed to synthesize it. The reactants are: [CH2:1]([O:3][S:4]([O-:7])(=[O:6])=[O:5])[CH3:2].[CH3:8][N:9]([CH3:23])[C:10]1[CH:11]=[C:12]2[C:17](=[CH:18][CH:19]=1)[N+:16]([CH2:20][CH3:21])=[C:15]([CH3:22])[CH:14]=[CH:13]2.[CH3:24][C:25]1[N:26]([C:33]2[CH:38]=[CH:37][CH:36]=[CH:35][CH:34]=2)[C:27]([CH3:32])=[CH:28][C:29]=1[CH:30]=O. (2) Given the product [C:1]1([NH:7][C:8]([C:10]2[CH:11]=[C:12]([NH:16][C:17]([CH:19]3[C:27]4[C:22](=[CH:23][CH:24]=[C:25]([C:28](=[O:29])[CH3:33])[CH:26]=4)[N:21]([CH2:34][CH3:35])[C:20]3=[O:36])=[O:18])[CH:13]=[CH:14][CH:15]=2)=[O:9])[CH:6]=[CH:5][CH:4]=[CH:3][CH:2]=1, predict the reactants needed to synthesize it. The reactants are: [C:1]1([NH:7][C:8]([C:10]2[CH:11]=[C:12]([NH:16][C:17]([CH:19]3[C:27]4[C:22](=[CH:23][CH:24]=[C:25]([C:28]5([CH3:33])OCC[O:29]5)[CH:26]=4)[N:21]([CH2:34][CH3:35])[C:20]3=[O:36])=[O:18])[CH:13]=[CH:14][CH:15]=2)=[O:9])[CH:6]=[CH:5][CH:4]=[CH:3][CH:2]=1.Cl. (3) Given the product [N:18]1[CH:19]=[CH:20][C:15]([N:9]2[C:10]3[C:6](=[CH:5][C:4]([NH2:1])=[CH:12][CH:11]=3)[CH:7]=[CH:8]2)=[CH:16][CH:17]=1, predict the reactants needed to synthesize it. The reactants are: [N+:1]([C:4]1[CH:5]=[C:6]2[C:10](=[CH:11][CH:12]=1)[NH:9][CH:8]=[CH:7]2)([O-])=O.Cl.Cl[C:15]1[CH:20]=[CH:19][N:18]=[CH:17][CH:16]=1.CC(C)([O-])C.[K+].O.